From a dataset of Forward reaction prediction with 1.9M reactions from USPTO patents (1976-2016). Predict the product of the given reaction. (1) The product is: [Cl:6][C:7]1[C:8]([CH:37]=[O:38])=[C:9]([O:32][C:33]([F:34])([F:36])[F:35])[CH:10]=[C:11]2[C:16]=1[NH:15][C:14](=[O:17])[N:13]([CH2:18][C:19]1[CH:24]=[C:23]([Cl:25])[CH:22]=[CH:21][C:20]=1[S:26]([CH2:29][CH3:30])(=[O:27])=[O:28])[C:12]2=[O:31]. Given the reactants S(=O)(=O)(O)O.[Cl:6][C:7]1[C:8]([CH:37]2OCC[O:38]2)=[C:9]([O:32][C:33]([F:36])([F:35])[F:34])[CH:10]=[C:11]2[C:16]=1[NH:15][C:14](=[O:17])[N:13]([CH2:18][C:19]1[CH:24]=[C:23]([Cl:25])[CH:22]=[CH:21][C:20]=1[S:26]([CH2:29][CH3:30])(=[O:28])=[O:27])[C:12]2=[O:31], predict the reaction product. (2) Given the reactants [CH2:1]([NH:3][C:4]1[CH:9]=[C:8]([O:10][CH3:11])[C:7]([O:12][CH3:13])=[CH:6][C:5]=1[C@@H:14]1[CH2:23][CH2:22][C:21]2[CH:20]=[C:19]([O:24]C(=O)C(C)(C)C)[CH:18]=[CH:17][C:16]=2[CH2:15]1)[CH3:2].C(OC(=O)[NH:37][C:38]([CH3:50])([CH3:49])[CH2:39][O:40][C:41]1[CH:46]=[CH:45][C:44]([CH:47]=O)=[CH:43][CH:42]=1)(C)(C)C, predict the reaction product. The product is: [NH2:37][C:38]([CH3:50])([CH3:49])[CH2:39][O:40][C:41]1[CH:46]=[CH:45][C:44]([CH2:47][CH2:2][CH2:1][NH:3][C:4]2[CH:9]=[C:8]([O:10][CH3:11])[C:7]([O:12][CH3:13])=[CH:6][C:5]=2[C@@H:14]2[CH2:23][CH2:22][C:21]3[CH:20]=[C:19]([OH:24])[CH:18]=[CH:17][C:16]=3[CH2:15]2)=[CH:43][CH:42]=1.